This data is from Catalyst prediction with 721,799 reactions and 888 catalyst types from USPTO. The task is: Predict which catalyst facilitates the given reaction. (1) Reactant: [CH2:1]([N:8]1[CH:13]2[CH2:14][CH2:15][CH:9]1[C:10](=O)[NH:11][CH2:12]2)[C:2]1[CH:7]=[CH:6][CH:5]=[CH:4][CH:3]=1.[H-].[H-].[H-].[H-].[Li+].[Al+3].[OH-].[Na+].N. Product: [CH2:1]([N:8]1[CH:13]2[CH2:14][CH2:15][CH:9]1[CH2:10][NH:11][CH2:12]2)[C:2]1[CH:3]=[CH:4][CH:5]=[CH:6][CH:7]=1. The catalyst class is: 20. (2) Reactant: [N:1]1[N:5]2[C:6](=O)[C:7]3[N:8]([N:11]=[CH:12][CH:13]=3)[C:9](=[O:10])[C:4]2=[CH:3][CH:2]=1.NC1C2[C:20](=[CH:21][CH:22]=[C:23]([Br:26])[CH:24]=2)N=CC=1. Product: [Br:26][C:23]1[CH:24]=[C:6]2[C:20](=[CH:21][CH:22]=1)[N:11]=[CH:12][CH:13]=[C:7]2[NH:8][C:9]([C:4]1[CH:3]=[CH:2][NH:1][N:5]=1)=[O:10]. The catalyst class is: 241. (3) Reactant: CC1(C)C(C)(C)OB([C:9]2[CH:14]=[CH:13][C:12]([NH:15][C:16](=[O:25])[O:17][CH2:18][C:19]3[CH:24]=[CH:23][CH:22]=[CH:21][CH:20]=3)=[CH:11][CH:10]=2)O1.[NH2:27][C:28]1[N:33]=[CH:32][N:31]=[C:30]2[N:34]([CH:38]3[CH2:43][CH2:42][N:41]([C:44]([O:46][C:47]([CH3:50])([CH3:49])[CH3:48])=[O:45])[CH2:40][CH2:39]3)[N:35]=[C:36](I)[C:29]=12.C(=O)([O-])[O-].[Na+].[Na+]. Product: [NH2:27][C:28]1[N:33]=[CH:32][N:31]=[C:30]2[N:34]([CH:38]3[CH2:43][CH2:42][N:41]([C:44]([O:46][C:47]([CH3:50])([CH3:49])[CH3:48])=[O:45])[CH2:40][CH2:39]3)[N:35]=[C:36]([C:9]3[CH:10]=[CH:11][C:12]([NH:15][C:16]([O:17][CH2:18][C:19]4[CH:20]=[CH:21][CH:22]=[CH:23][CH:24]=4)=[O:25])=[CH:13][CH:14]=3)[C:29]=12. The catalyst class is: 149. (4) Reactant: [F:1][C:2]([F:21])([F:20])[C:3]([NH:5][C@@H:6]([CH3:19])[CH2:7][O:8][C:9]1[CH:18]=[CH:17][C:12]([C:13]([O:15][CH3:16])=[O:14])=[CH:11][CH:10]=1)=[O:4].[C:22]([O-])([O-])=O.[K+].[K+].CI. The catalyst class is: 18. Product: [CH3:22][N:5]([C@@H:6]([CH3:19])[CH2:7][O:8][C:9]1[CH:18]=[CH:17][C:12]([C:13]([O:15][CH3:16])=[O:14])=[CH:11][CH:10]=1)[C:3](=[O:4])[C:2]([F:20])([F:21])[F:1]. (5) Reactant: Cl.Cl.Cl.[N+:4]([C:7]1[CH:48]=[CH:47][C:10]([C:11]([O:13][C@H:14]2[C:18]3[N:19]=[CH:20][N:21]=[C:22]([N:23]4[C:43]5[C:38](=[C:39]([CH2:44][NH2:45])[CH:40]=[CH:41][CH:42]=5)[C:25]5([CH2:30][CH2:29][N:28]([CH2:31][C:32]6[CH:37]=[CH:36][CH:35]=[CH:34][CH:33]=6)[CH2:27][CH2:26]5)[CH2:24]4)[C:17]=3[C@H:16]([CH3:46])[CH2:15]2)=[O:12])=[CH:9][CH:8]=1)([O-:6])=[O:5].CCN(CC)CC.[C:56](Cl)(=[O:58])[CH3:57]. Product: [N+:4]([C:7]1[CH:8]=[CH:9][C:10]([C:11]([O:13][C@H:14]2[C:18]3[N:19]=[CH:20][N:21]=[C:22]([N:23]4[C:43]5[C:38](=[C:39]([CH2:44][NH:45][C:56](=[O:58])[CH3:57])[CH:40]=[CH:41][CH:42]=5)[C:25]5([CH2:30][CH2:29][N:28]([CH2:31][C:32]6[CH:37]=[CH:36][CH:35]=[CH:34][CH:33]=6)[CH2:27][CH2:26]5)[CH2:24]4)[C:17]=3[C@H:16]([CH3:46])[CH2:15]2)=[O:12])=[CH:47][CH:48]=1)([O-:6])=[O:5]. The catalyst class is: 2. (6) Reactant: Cl[C:2]1[N:7]=[C:6]([C:8]([NH2:10])=[O:9])[CH:5]=[C:4](Cl)[N:3]=1.[OH:12][C@@H:13]([CH3:19])[C:14]([O:16][CH2:17][CH3:18])=[O:15].[H-].[Na+].[F:22][C:23]1[CH:44]=[CH:43][C:26]([O:27][C:28]2[CH:33]=[CH:32][C:31](B3OC(C)(C)C(C)(C)O3)=[CH:30][CH:29]=2)=[CH:25][CH:24]=1.C([O-])([O-])=O.[Na+].[Na+]. Product: [C:8]([C:6]1[N:7]=[C:2]([C:31]2[CH:30]=[CH:29][C:28]([O:27][C:26]3[CH:25]=[CH:24][C:23]([F:22])=[CH:44][CH:43]=3)=[CH:33][CH:32]=2)[N:3]=[C:4]([O:12][C@@H:13]([CH3:19])[C:14]([O:16][CH2:17][CH3:18])=[O:15])[CH:5]=1)(=[O:9])[NH2:10]. The catalyst class is: 450. (7) Reactant: [Br:1][C:2]1[C:3]([CH3:10])=[C:4]([CH:7]=[CH:8][CH:9]=1)[C:5]#[N:6].C(=O)(O)[O-].[Na+].Cl.[NH2:17][OH:18]. Product: [Br:1][C:2]1[C:3]([CH3:10])=[C:4]([C:5](=[NH:6])[NH:17][OH:18])[CH:7]=[CH:8][CH:9]=1. The catalyst class is: 8. (8) Reactant: [Br:1][C:2]1[CH:7]=[CH:6][C:5]([C:8]2[C:13]([C:14](O)=[O:15])=[C:12]([CH3:17])[N:11]=[CH:10][CH:9]=2)=[C:4]([F:18])[C:3]=1[F:19].C(Cl)(=O)C(Cl)=O.[CH3:26][N:27](C=O)C.Cl.CN.C(N(CC)CC)C. Product: [Br:1][C:2]1[CH:7]=[CH:6][C:5]([C:8]2[C:13]([C:14]([NH:27][CH3:26])=[O:15])=[C:12]([CH3:17])[N:11]=[CH:10][CH:9]=2)=[C:4]([F:18])[C:3]=1[F:19]. The catalyst class is: 46.